This data is from Forward reaction prediction with 1.9M reactions from USPTO patents (1976-2016). The task is: Predict the product of the given reaction. (1) Given the reactants Cl.[N:2]1([CH2:7][CH2:8][CH2:9][C:10]([OH:12])=[O:11])[CH2:6][CH2:5][CH2:4][CH2:3]1.CCN(CC)CC.C1N=CN(C(N2C=NC=C2)=O)C=1.[CH3:32][O:33][C:34]1[CH:35]=[C:36]([C:40]2[CH:41]=[C:42]([NH2:45])[NH:43][N:44]=2)[CH:37]=[N:38][CH:39]=1, predict the reaction product. The product is: [CH:10]([OH:12])=[O:11].[CH3:32][O:33][C:34]1[CH:35]=[C:36]([C:40]2[CH:41]=[C:42]([NH:45][C:10](=[O:12])[CH2:9][CH2:8][CH2:7][N:2]3[CH2:3][CH2:4][CH2:5][CH2:6]3)[NH:43][N:44]=2)[CH:37]=[N:38][CH:39]=1. (2) Given the reactants [Cl:1][C:2]1[NH:3][CH:4]=[C:5]([N+:7]([O-:9])=[O:8])[N:6]=1.[O:10]1[C:12]2([CH2:17][CH2:16][N:15]([C:18](=[O:33])[CH2:19][N:20]3[CH2:25][CH2:24][N:23]([C:26]([O:28][C:29]([CH3:32])([CH3:31])[CH3:30])=[O:27])[CH2:22][CH2:21]3)[CH2:14][CH2:13]2)[CH2:11]1.C(=O)([O-])O.[Na+], predict the reaction product. The product is: [Cl:1][C:2]1[N:3]([CH2:11][C:12]2([OH:10])[CH2:13][CH2:14][N:15]([C:18](=[O:33])[CH2:19][N:20]3[CH2:25][CH2:24][N:23]([C:26]([O:28][C:29]([CH3:31])([CH3:30])[CH3:32])=[O:27])[CH2:22][CH2:21]3)[CH2:16][CH2:17]2)[CH:4]=[C:5]([N+:7]([O-:9])=[O:8])[N:6]=1. (3) Given the reactants [N:1]1[CH:6]=[CH:5][CH:4]=[N:3][C:2]=1[NH2:7].[Cl:8][C:9]1[N:14]=[C:13](Cl)[C:12]([Cl:16])=[CH:11][N:10]=1.C(=O)([O-])[O-].[K+].[K+], predict the reaction product. The product is: [Cl:8][C:9]1[N:14]=[C:13]([NH:7][C:2]2[N:3]=[CH:4][CH:5]=[CH:6][N:1]=2)[C:12]([Cl:16])=[CH:11][N:10]=1. (4) Given the reactants [OH:1][CH2:2][C:3]1[CH:8]=[CH:7][C:6]([S:9][C:10]2[CH:11]=[N:12][CH:13]=[C:14]([CH:17]=2)[C:15]#[N:16])=[CH:5][CH:4]=1.[OH:18][C:19]1[C:24]([CH3:25])=[C:23](O)[CH:22]=[CH:21][C:20]=1[C:27](=[O:29])[CH3:28], predict the reaction product. The product is: [C:27]([C:20]1[CH:21]=[CH:22][C:23]([O:1][CH2:2][C:3]2[CH:4]=[CH:5][C:6]([S:9][C:10]3[CH:11]=[N:12][CH:13]=[C:14]([CH:17]=3)[C:15]#[N:16])=[CH:7][CH:8]=2)=[C:24]([CH3:25])[C:19]=1[OH:18])(=[O:29])[CH3:28].